Binary Classification. Given a drug SMILES string, predict its activity (active/inactive) in a high-throughput screening assay against a specified biological target. From a dataset of HIV replication inhibition screening data with 41,000+ compounds from the AIDS Antiviral Screen. (1) The compound is CC(=O)OC(Cn1cncn1)(Cn1cncn1)c1ccc(Cl)cc1Cl. The result is 0 (inactive). (2) The molecule is COc1ccc(C=C2C(=O)N(C(=O)c3ccccc3O)N=C2C)cc1OC. The result is 0 (inactive). (3) The drug is CCOC(=O)c1cc(-c2ccn(C(C)=O)c2)c(-c2cc(C)co2)[nH]1. The result is 1 (active). (4) The drug is O=C(c1ccncc1)n1nc(-c2ccccc2)c(N=Nc2ccc([N+](=O)[O-])cc2)c1-c1ccccc1. The result is 0 (inactive). (5) The drug is Cc1ccc(NC(=O)CCc2cc(C(C)(C)C)nc(S)n2)cc1C. The result is 0 (inactive). (6) The molecule is O=c1oc(-c2ccccc2Br)ns1. The result is 0 (inactive).